From a dataset of Full USPTO retrosynthesis dataset with 1.9M reactions from patents (1976-2016). Predict the reactants needed to synthesize the given product. Given the product [C:3]([CH2:2][O:33][C:30]1[CH:31]=[CH:32][C:27]([CH2:26][C:25]([NH:24][CH2:23][CH2:22][CH2:21][C:16]2[CH:17]=[CH:18][C:19]([CH3:20])=[C:14]([CH3:13])[CH:15]=2)=[O:36])=[CH:28][C:29]=1[O:34][CH3:35])#[N:4], predict the reactants needed to synthesize it. The reactants are: Cl[CH2:2][C:3]#[N:4].C(=O)([O-])[O-].[K+].[K+].[I-].[K+].[CH3:13][C:14]1[CH:15]=[C:16]([CH2:21][CH2:22][CH2:23][NH:24][C:25](=[O:36])[CH2:26][C:27]2[CH:32]=[CH:31][C:30]([OH:33])=[C:29]([O:34][CH3:35])[CH:28]=2)[CH:17]=[CH:18][C:19]=1[CH3:20].